This data is from Reaction yield outcomes from USPTO patents with 853,638 reactions. The task is: Predict the reaction yield, written as a fraction of the theoretical maximum amount of product (1.0 means a 100% yield; for example, 0.34 means a 34% yield). (1) The reactants are [N+:1]([C:4]1[CH:9]=[CH:8][C:7]([CH2:10][S:11]([CH2:14][CH2:15][OH:16])(=[O:13])=[O:12])=[CH:6][CH:5]=1)([O-])=O. The catalyst is CO.[Pd]. The product is [NH2:1][C:4]1[CH:9]=[CH:8][C:7]([CH2:10][S:11]([CH2:14][CH2:15][OH:16])(=[O:13])=[O:12])=[CH:6][CH:5]=1. The yield is 0.370. (2) The reactants are [C:1]([C:3]1[CH:8]=[CH:7][C:6]([CH:9]2[C:14]([C:15]([NH2:17])=O)=[C:13]([CH3:18])[N:12]([C:19]3[CH:24]=[CH:23][CH:22]=[C:21]([C:25]([F:28])([F:27])[F:26])[CH:20]=3)[C:11](=[O:29])[NH:10]2)=[C:5]([S:30]([C:33]2[CH:38]=[CH:37][CH:36]=[CH:35][CH:34]=2)(=[O:32])=[O:31])[CH:4]=1)#[N:2].[OH-].COC(NS([N+](CC)(CC)CC)(=O)=O)=O. The catalyst is C1COCC1. The product is [C:1]([C:3]1[CH:8]=[CH:7][C:6]([CH:9]2[C:14]([C:15]#[N:17])=[C:13]([CH3:18])[N:12]([C:19]3[CH:24]=[CH:23][CH:22]=[C:21]([C:25]([F:26])([F:28])[F:27])[CH:20]=3)[C:11](=[O:29])[NH:10]2)=[C:5]([S:30]([C:33]2[CH:38]=[CH:37][CH:36]=[CH:35][CH:34]=2)(=[O:31])=[O:32])[CH:4]=1)#[N:2]. The yield is 0.800.